The task is: Predict the reactants needed to synthesize the given product.. This data is from Full USPTO retrosynthesis dataset with 1.9M reactions from patents (1976-2016). (1) Given the product [NH2:25][CH2:24][CH2:23][CH2:22][C:19]1[N:20]=[CH:21][C:16]([CH2:15][CH2:14][CH2:13][CH2:12][NH2:3])=[CH:17][CH:18]=1, predict the reactants needed to synthesize it. The reactants are: O=C1C2C(=CC=CC=2)C(=O)[N:3]1[CH2:12][CH2:13][CH2:14][CH2:15][C:16]1[CH:17]=[CH:18][C:19]([CH2:22][CH2:23][CH2:24][N:25]2C(=O)C3C(=CC=CC=3)C2=O)=[N:20][CH:21]=1.NN. (2) Given the product [CH2:11]([N:18]1[CH2:22][CH2:23][C:3]2([C:4]3[C:9](=[CH:8][CH:7]=[CH:6][CH:5]=3)[NH:1][C:2]2=[O:10])[CH2:20][CH2:19]1)[C:12]1[CH:17]=[CH:16][CH:15]=[CH:14][CH:13]=1, predict the reactants needed to synthesize it. The reactants are: [NH:1]1[C:9]2[C:4](=[CH:5][CH:6]=[CH:7][CH:8]=2)[CH2:3][C:2]1=[O:10].[CH2:11]([N:18]([CH2:22][CH2:23]Cl)[CH2:19][CH2:20]Cl)[C:12]1[CH:17]=[CH:16][CH:15]=[CH:14][CH:13]=1.[H-].[Na+].[Cl-].[NH4+].C(=O)([O-])O.[Na+]. (3) Given the product [CH2:19]([O:15][C:8]1[CH:9]=[CH:10][CH:11]=[C:12]2[C:7]=1[C:6]1[CH:5]=[CH:4][CH:3]=[C:2]([F:1])[C:14]=1[NH:13]2)[CH:17]1[O:18][CH2:16]1, predict the reactants needed to synthesize it. The reactants are: [F:1][C:2]1[C:14]2[NH:13][C:12]3[C:7](=[C:8]([OH:15])[CH:9]=[CH:10][CH:11]=3)[C:6]=2[CH:5]=[CH:4][CH:3]=1.[CH2:16]1[O:18][C@H:17]1[CH2:19]OS(C1C=C([N+]([O-])=O)C=CC=1)(=O)=O. (4) Given the product [C:31]([O:30][CH:28]1[CH2:29][N:26]([C:24](=[O:25])[NH:23][C:20]2[N:18]3[N:19]=[C:14]([N:10]4[CH2:11][CH2:12][CH2:13][C@@H:9]4[C:3]4[CH:4]=[C:5]([F:8])[CH:6]=[CH:7][C:2]=4[F:1])[CH:15]=[CH:16][C:17]3=[N:22][CH:21]=2)[CH2:27]1)(=[O:35])[CH:32]([CH3:34])[CH3:33], predict the reactants needed to synthesize it. The reactants are: [F:1][C:2]1[CH:7]=[CH:6][C:5]([F:8])=[CH:4][C:3]=1[C@H:9]1[CH2:13][CH2:12][CH2:11][N:10]1[C:14]1[CH:15]=[CH:16][C:17]2[N:18]([C:20]([NH:23][C:24]([N:26]3[CH2:29][CH:28]([OH:30])[CH2:27]3)=[O:25])=[CH:21][N:22]=2)[N:19]=1.[C:31](O[C:31](=[O:35])[CH:32]([CH3:34])[CH3:33])(=[O:35])[CH:32]([CH3:34])[CH3:33].